Dataset: CYP2D6 substrate classification data from Carbon-Mangels et al.. Task: Regression/Classification. Given a drug SMILES string, predict its absorption, distribution, metabolism, or excretion properties. Task type varies by dataset: regression for continuous measurements (e.g., permeability, clearance, half-life) or binary classification for categorical outcomes (e.g., BBB penetration, CYP inhibition). Dataset: cyp2d6_substrate_carbonmangels. (1) The drug is c1ccc2cc(COC3CCNCC3)ccc2c1. The result is 0 (non-substrate). (2) The drug is CCCCC1=NC2(CCCC2)C(=O)N1Cc1ccc(-c2ccccc2-c2nnn[nH]2)cc1. The result is 0 (non-substrate).